This data is from Reaction yield outcomes from USPTO patents with 853,638 reactions. The task is: Predict the reaction yield, written as a fraction of the theoretical maximum amount of product (1.0 means a 100% yield; for example, 0.34 means a 34% yield). (1) The reactants are [C:1]([CH2:6][C:7]([O:9][CH3:10])=[O:8])(=[O:5])[CH:2]([CH3:4])[CH3:3].[F:11][C:12]1[CH:19]=[CH:18][C:15]([C:16]#[N:17])=[CH:14][CH:13]=1.C1(C)C=CC=CC=1.[Sn](Cl)(Cl)(Cl)Cl. The catalyst is CCCCCC. The product is [NH2:17][C:16](=[C:6]([C:1](=[O:5])[CH:2]([CH3:4])[CH3:3])[C:7]([O:9][CH3:10])=[O:8])[C:15]1[CH:18]=[CH:19][C:12]([F:11])=[CH:13][CH:14]=1. The yield is 0.745. (2) The reactants are [CH3:1][NH:2][C:3]1[C:4]([O:11][C:12]2[CH:17]=[CH:16][CH:15]=[CH:14][C:13]=2[CH3:18])=[N:5][C:6]([S:9][CH3:10])=[N:7][CH:8]=1.C(N(C(C)C)C(C)C)C.[F:28][C:29]([F:47])([F:46])[C:30]1[CH:31]=[C:32]([C:40]([CH3:45])([CH3:44])[C:41](Cl)=[O:42])[CH:33]=[C:34]([C:36]([F:39])([F:38])[F:37])[CH:35]=1.[OH-].[Na+]. The catalyst is C(Cl)Cl. The product is [F:28][C:29]([F:47])([F:46])[C:30]1[CH:31]=[C:32]([C:40]([CH3:45])([CH3:44])[C:41]([N:2]([CH3:1])[C:3]2[C:4]([O:11][C:12]3[CH:17]=[CH:16][CH:15]=[CH:14][C:13]=3[CH3:18])=[N:5][C:6]([S:9][CH3:10])=[N:7][CH:8]=2)=[O:42])[CH:33]=[C:34]([C:36]([F:39])([F:38])[F:37])[CH:35]=1. The yield is 0.920. (3) The reactants are [OH-].[Na+].[Cl:3][C:4]1[CH:5]=[C:6]([C:11]([CH:13]2[CH:15]([CH3:16])[CH:14]2[C:17]([O:19]C)=[O:18])=[O:12])[CH:7]=[CH:8][C:9]=1[Cl:10]. The catalyst is C1COCC1. The product is [Cl:3][C:4]1[CH:5]=[C:6]([C:11]([CH:13]2[CH:15]([CH3:16])[CH:14]2[C:17]([OH:19])=[O:18])=[O:12])[CH:7]=[CH:8][C:9]=1[Cl:10]. The yield is 0.640. (4) The reactants are [CH2:1]([O:3][C:4]([C:6]1[O:7][C:8]2[CH:15]=[CH:14][CH:13]=[C:12]([NH2:16])[C:9]=2[C:10]=1[CH3:11])=[O:5])[CH3:2].Br[CH2:18][CH2:19][CH2:20][CH2:21]Br.C(N(CC)C(C)C)(C)C. The catalyst is C1(C)C=CC=CC=1. The product is [CH2:1]([O:3][C:4]([C:6]1[O:7][C:8]2[CH:15]=[CH:14][CH:13]=[C:12]([N:16]3[CH2:21][CH2:20][CH2:19][CH2:18]3)[C:9]=2[C:10]=1[CH3:11])=[O:5])[CH3:2]. The yield is 0.480. (5) The reactants are [Br:1][C:2]1[CH:3]=[C:4]2[C:9](=[CH:10][C:11]=1[F:12])[O:8][C:7]([CH2:14][CH2:15][O:16][CH2:17]OC)([CH3:13])[CH:6]=[C:5]2[O:20][Si](C)(C)C.C([O-])(O)=O.[Na+]. The catalyst is C(Cl)Cl.Cl[Ti](Cl)(Cl)Cl. The product is [Br:1][C:2]1[C:11]([F:12])=[CH:10][C:9]2[O:8][C@@:7]3([CH3:13])[CH2:14][CH2:15][O:16][CH2:17][C@H:6]3[C:5](=[O:20])[C:4]=2[CH:3]=1. The yield is 0.599.